The task is: Predict the reaction yield, written as a fraction of the theoretical maximum amount of product (1.0 means a 100% yield; for example, 0.34 means a 34% yield).. This data is from Reaction yield outcomes from USPTO patents with 853,638 reactions. (1) The reactants are COC1C=CC(C[NH:8][C:9]2[N:14]=[C:13]([O:15][C:16]3[CH:21]=[CH:20][C:19]([NH:22][C:23]([NH:25][C:26](=[O:35])[CH2:27][C:28]4[CH:33]=[CH:32][C:31]([F:34])=[CH:30][CH:29]=4)=[O:24])=[CH:18][C:17]=3[F:36])[CH:12]=[CH:11][N:10]=2)=CC=1.CCOC(C)=O. The catalyst is CO.C(Cl)Cl. The product is [NH2:8][C:9]1[N:14]=[C:13]([O:15][C:16]2[CH:21]=[CH:20][C:19]([NH:22][C:23]([NH:25][C:26](=[O:35])[CH2:27][C:28]3[CH:33]=[CH:32][C:31]([F:34])=[CH:30][CH:29]=3)=[O:24])=[CH:18][C:17]=2[F:36])[CH:12]=[CH:11][N:10]=1. The yield is 0.620. (2) The catalyst is C1C=CC=CC=1. The product is [OH:1][CH2:2][CH2:3][CH2:4][N:5]1[C:6](=[O:11])[CH:7]2[CH:8]([C:19]3([CH2:18][O:17][C:12](=[O:16])[C:13]([CH3:15])=[CH2:14])[O:23][CH:22]2[CH:21]=[CH:20]3)[C:9]1=[O:10]. The yield is 0.270. The reactants are [OH:1][CH2:2][CH2:3][CH2:4][N:5]1[C:9](=[O:10])[CH:8]=[CH:7][C:6]1=[O:11].[C:12]([O:17][CH2:18][C:19]1[O:23][CH:22]=[CH:21][CH:20]=1)(=[O:16])[C:13]([CH3:15])=[CH2:14].